This data is from Full USPTO retrosynthesis dataset with 1.9M reactions from patents (1976-2016). The task is: Predict the reactants needed to synthesize the given product. Given the product [F:1][C:2]1[CH:3]=[CH:4][C:5]([CH2:6][N:7]2[C:19](=[O:20])[C:18]3[C:17]([O:21][CH2:22][O:23][CH3:24])=[C:16]4[C:11]([CH:12]=[CH:13][CH:14]=[N:15]4)=[C:10]([OH:25])[C:9]=3[C:8]2=[O:31])=[CH:32][CH:33]=1, predict the reactants needed to synthesize it. The reactants are: [F:1][C:2]1[CH:33]=[CH:32][C:5]([CH2:6][N:7]2[C:19](=[O:20])[C:18]3[C:17]([O:21][CH2:22][O:23][CH3:24])=[C:16]4[C:11]([CH:12]=[CH:13][CH:14]=[N:15]4)=[C:10]([O:25]C(=O)OCC)[C:9]=3[C:8]2=[O:31])=[CH:4][CH:3]=1.C([O-])([O-])=O.[K+].[K+].